This data is from Peptide-MHC class II binding affinity with 134,281 pairs from IEDB. The task is: Regression. Given a peptide amino acid sequence and an MHC pseudo amino acid sequence, predict their binding affinity value. This is MHC class II binding data. The peptide sequence is HTLWSNGVLESDMII. The MHC is DRB1_1501 with pseudo-sequence DRB1_1501. The binding affinity (normalized) is 0.159.